The task is: Predict the reactants needed to synthesize the given product.. This data is from Full USPTO retrosynthesis dataset with 1.9M reactions from patents (1976-2016). (1) Given the product [OH:1][C:2]([C:5]1[O:9][N:8]=[C:7]([CH:10]=[C:13]([C:12]#[N:16])[C:14]#[N:15])[CH:6]=1)([CH3:4])[CH3:3], predict the reactants needed to synthesize it. The reactants are: [OH:1][C:2]([C:5]1[O:9][N:8]=[C:7]([CH:10]=O)[CH:6]=1)([CH3:4])[CH3:3].[C:12](#[N:16])[CH2:13][C:14]#[N:15]. (2) Given the product [Br:1][C:2]1[CH:3]=[CH:4][C:5]2[N:6]([C:8]([C:13]3[CH:18]=[N:17][C:16]([O:25][CH3:22])=[C:15]([O:30][CH3:29])[CH:14]=3)=[CH:9][N:10]=2)[CH:7]=1, predict the reactants needed to synthesize it. The reactants are: [Br:1][C:2]1[CH:3]=[CH:4][C:5]2[N:6]([C:8](I)=[CH:9][N:10]=2)[CH:7]=1.Br[C:13]1[CH:14]=[CH:15][C:16]2[N:17](C=CN=2)[CH:18]=1.[C:22]([O-:25])(=O)C.[Na+].II.[CH3:29][OH:30]. (3) Given the product [O:44]=[C:42]1[C:41]2[C:40](=[CH:48][CH:47]=[CH:46][CH:45]=2)[C:39](=[O:49])[N:43]1[CH2:10][C@@H:9]([NH:12][C:13](=[O:19])[O:14][C:15]([CH3:18])([CH3:17])[CH3:16])[CH2:8][C:4]1[CH:5]=[CH:6][CH:7]=[C:2]([F:1])[CH:3]=1, predict the reactants needed to synthesize it. The reactants are: [F:1][C:2]1[CH:3]=[C:4]([CH2:8][C@H:9]([NH:12][C:13](=[O:19])[O:14][C:15]([CH3:18])([CH3:17])[CH3:16])[CH2:10]O)[CH:5]=[CH:6][CH:7]=1.C1(P(C2C=CC=CC=2)C2C=CC=CC=2)C=CC=CC=1.[C:39]1(=[O:49])[NH:43][C:42](=[O:44])[C:41]2=[CH:45][CH:46]=[CH:47][CH:48]=[C:40]12.N(C(OC(C)C)=O)=NC(OC(C)C)=O. (4) Given the product [OH:21][CH2:19][CH2:20][O:1][C:2]1[CH:9]=[C:8]([O:10][CH3:11])[CH:7]=[CH:6][C:3]=1[CH:4]=[O:5], predict the reactants needed to synthesize it. The reactants are: [OH:1][C:2]1[CH:9]=[C:8]([O:10][CH3:11])[CH:7]=[CH:6][C:3]=1[CH:4]=[O:5].C([O-])([O-])=O.[K+].[K+].Cl[CH:19]([OH:21])[CH3:20]. (5) Given the product [Br:26][C:18]1[C:11]2[C:10]([C:6]3[CH:7]=[CH:8][CH:9]=[C:4]([N+:1]([O-:3])=[O:2])[CH:5]=3)=[N:15][CH:14]=[N:13][C:12]=2[NH:16][CH:17]=1, predict the reactants needed to synthesize it. The reactants are: [N+:1]([C:4]1[CH:5]=[C:6]([C:10]2[C:11]3[CH:18]=[CH:17][NH:16][C:12]=3[N:13]=[CH:14][N:15]=2)[CH:7]=[CH:8][CH:9]=1)([O-:3])=[O:2].C1C(=O)N([Br:26])C(=O)C1.O. (6) Given the product [CH2:1]([C@@H:8]1[CH2:12][O:11][C:10](=[O:13])[N:9]1[C:14](=[O:36])[C@H:15]([CH2:28][C:29]1[CH:30]=[CH:31][C:32]([CH3:35])=[CH:33][CH:34]=1)[C@@H:16]([O:27][CH2:41][C:40]([CH3:46])=[CH2:39])[C@@H:17]([O:19][CH2:20][C:21]1[CH:22]=[CH:23][CH:24]=[CH:25][CH:26]=1)[CH3:18])[C:2]1[CH:7]=[CH:6][CH:5]=[CH:4][CH:3]=1, predict the reactants needed to synthesize it. The reactants are: [CH2:1]([C@@H:8]1[CH2:12][O:11][C:10](=[O:13])[N:9]1[C:14](=[O:36])[C@H:15]([CH2:28][C:29]1[CH:34]=[CH:33][C:32]([CH3:35])=[CH:31][CH:30]=1)[C@@H:16]([OH:27])[C@@H:17]([O:19][CH2:20][C:21]1[CH:26]=[CH:25][CH:24]=[CH:23][CH:22]=1)[CH3:18])[C:2]1[CH:7]=[CH:6][CH:5]=[CH:4][CH:3]=1.C(=O)([O-])O[CH2:39][C:40]([CH3:46])=[CH:41]C(C)(C)C.